Task: Predict the reactants needed to synthesize the given product.. Dataset: Full USPTO retrosynthesis dataset with 1.9M reactions from patents (1976-2016) (1) Given the product [C:24]([C:23]1[CH:22]=[CH:21][C:4]([C:5]([NH:7][C:8]2[CH:9]=[N:10][C:11]([C:14]3[CH:19]=[CH:18][CH:17]=[CH:16][C:15]=3[F:20])=[CH:12][CH:13]=2)=[O:6])=[CH:3][C:2]=1[NH:1][C:36](=[O:37])[CH:35]([Cl:34])[CH3:39])([CH3:27])([CH3:26])[CH3:25], predict the reactants needed to synthesize it. The reactants are: [NH2:1][C:2]1[CH:3]=[C:4]([CH:21]=[CH:22][C:23]=1[C:24]([CH3:27])([CH3:26])[CH3:25])[C:5]([NH:7][C:8]1[CH:9]=[N:10][C:11]([C:14]2[CH:19]=[CH:18][CH:17]=[CH:16][C:15]=2[F:20])=[CH:12][CH:13]=1)=[O:6].N1C=CC=CC=1.[Cl:34][CH:35]([CH3:39])[C:36](Cl)=[O:37]. (2) Given the product [CH3:13][O:14][C:15]([C:16]1[C:17]([C:7]2[CH:8]=[CH:9][C:4]([C:1](=[O:3])[CH3:2])=[CH:5][CH:6]=2)=[CH:18][CH:19]=[CH:20][CH:21]=1)=[O:23], predict the reactants needed to synthesize it. The reactants are: [C:1]([C:4]1[CH:9]=[CH:8][C:7](B(O)O)=[CH:6][CH:5]=1)(=[O:3])[CH3:2].[CH3:13][O:14][C:15](=[O:23])[C:16]1[CH:21]=[CH:20][CH:19]=[CH:18][C:17]=1Br.C(=O)([O-])[O-].[Na+].[Na+].C(COC)OC.C(O)C. (3) Given the product [CH3:1][O:2][C:3]1[CH:10]=[C:7]2[C:6](=[CH:5][CH:4]=1)[O:11][C:18](=[O:19])[C:17]([C:15]([OH:16])=[O:14])=[CH:8]2, predict the reactants needed to synthesize it. The reactants are: [CH3:1][O:2][C:3]1[CH:10]=[C:7]([CH:8]=O)[C:6]([OH:11])=[CH:5][CH:4]=1.CC1(C)O[C:18](=[O:19])[CH2:17][C:15](=[O:16])[O:14]1. (4) Given the product [NH2:8][C:4]1[CH:3]=[C:2]([C:18]2[CH:19]=[C:14]([NH:13][S:10]([CH3:9])(=[O:11])=[O:12])[CH:15]=[CH:16][CH:17]=2)[CH:7]=[N:6][CH:5]=1, predict the reactants needed to synthesize it. The reactants are: Br[C:2]1[CH:3]=[C:4]([NH2:8])[CH:5]=[N:6][CH:7]=1.[CH3:9][S:10]([NH:13][C:14]1[CH:15]=[C:16](B(O)O)[CH:17]=[CH:18][CH:19]=1)(=[O:12])=[O:11].[F-].[Cs+].